From a dataset of NCI-60 drug combinations with 297,098 pairs across 59 cell lines. Regression. Given two drug SMILES strings and cell line genomic features, predict the synergy score measuring deviation from expected non-interaction effect. (1) Drug 1: C1=NC2=C(N=C(N=C2N1C3C(C(C(O3)CO)O)F)Cl)N. Drug 2: CC1C(C(CC(O1)OC2CC(CC3=C2C(=C4C(=C3O)C(=O)C5=CC=CC=C5C4=O)O)(C(=O)C)O)N)O. Cell line: IGROV1. Synergy scores: CSS=45.2, Synergy_ZIP=-7.43, Synergy_Bliss=-8.51, Synergy_Loewe=-13.7, Synergy_HSA=-6.01. (2) Drug 1: C1=CN(C=N1)CC(O)(P(=O)(O)O)P(=O)(O)O. Drug 2: C1C(C(OC1N2C=NC3=C2NC=NCC3O)CO)O. Cell line: MDA-MB-231. Synergy scores: CSS=-0.628, Synergy_ZIP=-1.15, Synergy_Bliss=-3.10, Synergy_Loewe=-1.27, Synergy_HSA=-2.23.